From a dataset of Forward reaction prediction with 1.9M reactions from USPTO patents (1976-2016). Predict the product of the given reaction. Given the reactants [Cl:1][C:2]1[CH:7]=[CH:6][C:5]([CH2:8][CH:9]([C:13]2[CH:18]=[CH:17][CH:16]=[C:15]([F:19])[CH:14]=2)[CH:10](O)[CH3:11])=[CH:4][CH:3]=1.C1(P(C2C=CC=CC=2)C2C=CC=CC=2)C=CC=CC=1.[NH:39]1C=CN=C1.CCOC(/[N:49]=[N:50]/C(OCC)=O)=O, predict the reaction product. The product is: [N:39]([CH:10]([CH:9]([C:13]1[CH:18]=[CH:17][CH:16]=[C:15]([F:19])[CH:14]=1)[CH2:8][C:5]1[CH:6]=[CH:7][C:2]([Cl:1])=[CH:3][CH:4]=1)[CH3:11])=[N+:49]=[N-:50].